This data is from TCR-epitope binding with 47,182 pairs between 192 epitopes and 23,139 TCRs. The task is: Binary Classification. Given a T-cell receptor sequence (or CDR3 region) and an epitope sequence, predict whether binding occurs between them. (1) The epitope is IPSINVHHY. The TCR CDR3 sequence is CASSTGSAPNEKLFF. Result: 1 (the TCR binds to the epitope). (2) The epitope is ILHCANFNV. The TCR CDR3 sequence is CASSKTGYNEQFF. Result: 1 (the TCR binds to the epitope). (3) The epitope is YVLDHLIVV. The TCR CDR3 sequence is CATSWTGTYEQYF. Result: 1 (the TCR binds to the epitope).